This data is from NCI-60 drug combinations with 297,098 pairs across 59 cell lines. The task is: Regression. Given two drug SMILES strings and cell line genomic features, predict the synergy score measuring deviation from expected non-interaction effect. (1) Drug 1: CN(CCCl)CCCl.Cl. Drug 2: C(CCl)NC(=O)N(CCCl)N=O. Cell line: NCI-H322M. Synergy scores: CSS=-9.49, Synergy_ZIP=5.46, Synergy_Bliss=1.48, Synergy_Loewe=-0.954, Synergy_HSA=-6.41. (2) Drug 1: CNC(=O)C1=CC=CC=C1SC2=CC3=C(C=C2)C(=NN3)C=CC4=CC=CC=N4. Drug 2: C#CCC(CC1=CN=C2C(=N1)C(=NC(=N2)N)N)C3=CC=C(C=C3)C(=O)NC(CCC(=O)O)C(=O)O. Cell line: HOP-92. Synergy scores: CSS=-1.84, Synergy_ZIP=1.34, Synergy_Bliss=-1.37, Synergy_Loewe=-3.38, Synergy_HSA=-3.03. (3) Drug 1: CCC(=C(C1=CC=CC=C1)C2=CC=C(C=C2)OCCN(C)C)C3=CC=CC=C3.C(C(=O)O)C(CC(=O)O)(C(=O)O)O. Drug 2: N.N.Cl[Pt+2]Cl. Cell line: A498. Synergy scores: CSS=32.8, Synergy_ZIP=-9.15, Synergy_Bliss=-0.576, Synergy_Loewe=-9.22, Synergy_HSA=0.271.